Dataset: Forward reaction prediction with 1.9M reactions from USPTO patents (1976-2016). Task: Predict the product of the given reaction. (1) Given the reactants [OH:1][C:2]1[CH:3]=[C:4]([CH:10]=[CH:11][CH:12]=1)[C:5]([O:7][CH2:8][CH3:9])=[O:6].C(Cl)(Cl)(Cl)Cl.CCN(C(C)C)C(C)C.[PH:27](=[O:44])([O:36][CH2:37][C:38]1[CH:43]=[CH:42][CH:41]=[CH:40][CH:39]=1)[O:28][CH2:29][C:30]1[CH:35]=[CH:34][CH:33]=[CH:32][CH:31]=1, predict the reaction product. The product is: [CH2:29]([O:28][P:27]([O:1][C:2]1[CH:3]=[C:4]([CH:10]=[CH:11][CH:12]=1)[C:5]([O:7][CH2:8][CH3:9])=[O:6])([O:36][CH2:37][C:38]1[CH:43]=[CH:42][CH:41]=[CH:40][CH:39]=1)=[O:44])[C:30]1[CH:31]=[CH:32][CH:33]=[CH:34][CH:35]=1. (2) Given the reactants [NH2:1][C:2]1[CH:3]=[C:4]2[C:8](=[CH:9][CH:10]=1)[N:7]([CH3:11])[CH:6]=[C:5]2[CH:12]1[CH2:16][CH2:15][N:14]([C:17]([O:19][C:20]([CH3:23])([CH3:22])[CH3:21])=[O:18])[CH2:13]1.[C:24]([C:26]1[CH:27]=[C:28]([CH:32]=[CH:33][CH:34]=1)[C:29](Cl)=[O:30])#[N:25].CO, predict the reaction product. The product is: [C:24]([C:26]1[CH:27]=[C:28]([CH:32]=[CH:33][CH:34]=1)[C:29]([NH:1][C:2]1[CH:3]=[C:4]2[C:8](=[CH:9][CH:10]=1)[N:7]([CH3:11])[CH:6]=[C:5]2[CH:12]1[CH2:16][CH2:15][N:14]([C:17]([O:19][C:20]([CH3:23])([CH3:22])[CH3:21])=[O:18])[CH2:13]1)=[O:30])#[N:25]. (3) Given the reactants [CH3:1][N:2]([CH2:4][C:5]1([C:11]2[CH:16]=[CH:15][C:14]([OH:17])=[CH:13][CH:12]=2)[CH2:10][CH2:9][O:8][CH2:7][CH2:6]1)[CH3:3].[N:18]1([CH:23]([CH3:27])[CH2:24][CH2:25]O)[CH2:22][CH2:21][CH2:20][CH2:19]1.C1C=CC(P(C2C=CC=CC=2)C2C=CC=CC=2)=CC=1.CC(OC(/N=N/C(OC(C)C)=O)=O)C, predict the reaction product. The product is: [CH3:3][N:2]([CH3:1])[CH2:4][C:5]1([C:11]2[CH:16]=[CH:15][C:14]([O:17][CH2:25][CH2:24][CH:23]([N:18]3[CH2:22][CH2:21][CH2:20][CH2:19]3)[CH3:27])=[CH:13][CH:12]=2)[CH2:6][CH2:7][O:8][CH2:9][CH2:10]1. (4) Given the reactants C[Si](C#C)(C)C.[CH3:7][O:8][C:9]1[CH:16]=[C:15]([C:17]#[C:18][Si](C)(C)C)[C:12]([CH:13]=O)=[CH:11][N:10]=1.[OH-].[NH4+:24], predict the reaction product. The product is: [CH3:7][O:8][C:9]1[N:10]=[CH:11][C:12]2[C:15]([CH:16]=1)=[CH:17][CH:18]=[N:24][CH:13]=2. (5) Given the reactants O1CCO[CH:2]1[CH2:6][CH2:7][CH2:8][CH2:9][N:10]1[CH2:15][CH2:14][CH:13]([C:16]2[CH:17]=[C:18]([NH:22][C:23](=[O:27])[CH:24]([CH3:26])[CH3:25])[CH:19]=[CH:20][CH:21]=2)[CH2:12][CH2:11]1.[CH3:28][N:29]([C:31]1[CH:36]=[CH:35][CH:34]=[CH:33][CH:32]=1)N.CC(O)=O.C([O-])([O-])=O.[K+].[K+], predict the reaction product. The product is: [CH3:25][CH:24]([CH3:26])[C:23]([NH:22][C:18]1[CH:19]=[CH:20][CH:21]=[C:16]([CH:13]2[CH2:14][CH2:15][N:10]([CH2:9][CH2:8][CH2:7][C:6]3[C:36]4[C:31](=[CH:32][CH:33]=[CH:34][CH:35]=4)[N:29]([CH3:28])[CH:2]=3)[CH2:11][CH2:12]2)[CH:17]=1)=[O:27].